This data is from Full USPTO retrosynthesis dataset with 1.9M reactions from patents (1976-2016). The task is: Predict the reactants needed to synthesize the given product. (1) Given the product [NH2:21][CH2:22][CH2:23][NH:24][C:25]([N:58]1[CH2:59][CH2:60][CH2:61][C@@H:56]([C:47]([C:41]2[CH:42]=[CH:43][CH:44]=[C:45]([F:46])[C:40]=2[C:36]2[CH:37]=[CH:38][CH:39]=[C:34]([CH2:32][CH3:33])[CH:35]=2)([OH:62])[CH2:48][CH2:49][CH2:50][NH:51][C:52](=[O:55])[O:53][CH3:54])[CH2:57]1)=[O:26], predict the reactants needed to synthesize it. The reactants are: C1C([N+]([O-])=O)=CC=C(OC(Cl)=O)C=1.CCN(CC)CC.[NH2:21][CH2:22][CH2:23][NH:24][C:25](=O)[O:26]C(C)(C)C.[CH2:32]([C:34]1[CH:35]=[C:36]([C:40]2[C:45]([F:46])=[CH:44][CH:43]=[CH:42][C:41]=2[C:47]([OH:62])([C@@H:56]2[CH2:61][CH2:60][CH2:59][NH:58][CH2:57]2)[CH2:48][CH2:49][CH2:50][NH:51][C:52](=[O:55])[O:53][CH3:54])[CH:37]=[CH:38][CH:39]=1)[CH3:33]. (2) Given the product [ClH:41].[ClH:41].[ClH:41].[NH2:27][C@@H:23]1[CH2:24][CH2:25][CH2:26][N:21]([C:18]2[N:19]=[CH:20][C:15]([NH:14][C:13]3[C:12]4[C:7](=[CH:8][CH:9]=[C:10]([C:35]5[CH:36]=[C:37]([Cl:43])[C:38]([OH:42])=[C:39]([Cl:41])[CH:40]=5)[N:11]=4)[N:6]=[CH:5][C:4]=3[C:1](=[O:3])[CH3:2])=[CH:16][CH:17]=2)[CH2:22]1, predict the reactants needed to synthesize it. The reactants are: [C:1]([C:4]1[CH:5]=[N:6][C:7]2[C:12]([C:13]=1[NH:14][C:15]1[CH:16]=[CH:17][C:18]([N:21]3[CH2:26][CH2:25][CH2:24][C@@H:23]([NH:27]C(=O)OC(C)(C)C)[CH2:22]3)=[N:19][CH:20]=1)=[N:11][C:10]([C:35]1[CH:40]=[C:39]([Cl:41])[C:38]([OH:42])=[C:37]([Cl:43])[CH:36]=1)=[CH:9][CH:8]=2)(=[O:3])[CH3:2].C(O)(C(F)(F)F)=O. (3) Given the product [CH3:33][CH2:34][CH2:32][CH2:30][CH2:29][CH2:28][CH2:27][CH2:26][CH2:25][CH2:24][CH2:23][O:22][C:20]([C:1]1[C:2]([C:7]([O:9][CH2:10][CH2:11][CH2:12][CH2:13][CH2:14][CH2:15][CH2:16][CH2:17][CH2:19][CH2:65][CH3:66])=[O:8])=[CH:3][CH:4]=[CH:5][CH:6]=1)=[O:21], predict the reactants needed to synthesize it. The reactants are: [CH:1]1([C:20]([O:22][CH2:23][CH2:24][CH2:25][CH2:26][CH2:27][CH2:28][CH2:29][CH:30]([CH3:32])C)=[O:21])[CH2:6][CH2:5][CH2:4][CH2:3][CH:2]1[C:7]([O:9][CH2:10][CH2:11][CH2:12][CH2:13][CH2:14][CH2:15][CH2:16][CH:17]([CH3:19])C)=[O:8].[C:33](OCCCCCCCC(C)C)(=O)[C:34]1C(=CC=CC=1)C(OCCCCCCCC(C)C)=O.[C:65](OCC(CCC)CCCCC)(=O)[C:66]1C(=CC=CC=1)C(OCC(CCC)CCCCC)=O. (4) Given the product [CH:1]([N:14]1[CH2:15][C:34]([OH:33])([C:35]([OH:30])=[O:26])[CH2:17]1)([C:8]1[CH:9]=[CH:10][CH:11]=[CH:12][CH:13]=1)[C:2]1[CH:7]=[CH:6][CH:5]=[CH:4][CH:3]=1, predict the reactants needed to synthesize it. The reactants are: [CH:1]([N:14]1[CH2:17]C(O[Si](C)(C)C)(C#N)[CH2:15]1)([C:8]1[CH:13]=[CH:12][CH:11]=[CH:10][CH:9]=1)[C:2]1[CH:7]=[CH:6][CH:5]=[CH:4][CH:3]=1.S(=O)(=O)(O)[OH:26].[O:30]1[CH2:35][CH2:34][O:33]CC1. (5) Given the product [Cl:1][CH2:14][O:2][CH:3]1[CH:4]2[CH2:12][CH:8]3[CH2:7][CH:6]([CH2:11][CH:10]1[CH2:9]3)[C:5]2=[O:13], predict the reactants needed to synthesize it. The reactants are: [ClH:1].[O:2]=[C:3]1[CH:10]2[CH2:11][CH:6]3[CH2:7][CH:8]([CH2:12][CH:4]1[CH:5]3[OH:13])[CH2:9]2.[CH2:14]=O.S([O-])([O-])(=O)=O.[Mg+2].[Cl-].[Na+].S(=O)(=O)(O)O. (6) Given the product [Cl:40][C:10]1[C:15]([C:16]#[N:17])=[C:14]([N:18]2[CH2:23][CH2:22][CH2:21][CH2:20][CH2:19]2)[C:13]([C:24]#[N:25])=[C:12]([S:26][CH2:27][C:28]2[N:29]=[C:30]([C:33]3[CH:38]=[CH:37][C:36]([Cl:39])=[CH:35][CH:34]=3)[S:31][CH:32]=2)[N:11]=1, predict the reactants needed to synthesize it. The reactants are: N(OCCC(C)C)=O.N[C:10]1[C:15]([C:16]#[N:17])=[C:14]([N:18]2[CH2:23][CH2:22][CH2:21][CH2:20][CH2:19]2)[C:13]([C:24]#[N:25])=[C:12]([S:26][CH2:27][C:28]2[N:29]=[C:30]([C:33]3[CH:38]=[CH:37][C:36]([Cl:39])=[CH:35][CH:34]=3)[S:31][CH:32]=2)[N:11]=1.[ClH:40]. (7) Given the product [ClH:1].[C:3]1([C:9]2[N:10]=[C:11]3[CH2:16][CH:15]([NH2:17])[CH2:14][CH2:13][N:12]3[CH:18]=2)[CH:4]=[CH:5][CH:6]=[CH:7][CH:8]=1, predict the reactants needed to synthesize it. The reactants are: [ClH:1].Cl.[C:3]1([C:9]2[N:10]=[C:11]3[CH:16]=[C:15]([NH2:17])[CH:14]=[CH:13][N:12]3[CH:18]=2)[CH:8]=[CH:7][CH:6]=[CH:5][CH:4]=1.[H][H]. (8) Given the product [N+:1]([C:4]1[CH:5]=[C:6]([O:10][CH2:14][CH2:13][CH2:12][Br:11])[CH:7]=[CH:8][CH:9]=1)([O-:3])=[O:2], predict the reactants needed to synthesize it. The reactants are: [N+:1]([C:4]1[CH:5]=[C:6]([OH:10])[CH:7]=[CH:8][CH:9]=1)([O-:3])=[O:2].[Br:11][CH2:12][CH2:13][CH2:14]Br.C([O-])([O-])=O.[Cs+].[Cs+]. (9) Given the product [CH3:16][C@H:17]1[NH:18][C@@H:19]([CH3:23])[CH2:20][N:21]([C:11](=[O:13])[CH2:10][C:7]2[CH:6]=[CH:5][C:4]([O:3][C:2]([F:1])([F:15])[F:14])=[CH:9][CH:8]=2)[CH2:22]1, predict the reactants needed to synthesize it. The reactants are: [F:1][C:2]([F:15])([F:14])[O:3][C:4]1[CH:9]=[CH:8][C:7]([CH2:10][C:11]([OH:13])=O)=[CH:6][CH:5]=1.[CH3:16][C@H:17]1[CH2:22][NH:21][CH2:20][C@@H:19]([CH3:23])[NH:18]1.C(Cl)CCl.